Dataset: Catalyst prediction with 721,799 reactions and 888 catalyst types from USPTO. Task: Predict which catalyst facilitates the given reaction. (1) Reactant: C1C[O:4]CC1.[CH2:6]([C@H:8]1[CH2:13][CH2:12][C@H:11]([CH:14]2[CH2:23][CH2:22][C:21]3[C:16](=[C:17]([F:25])[C:18]([F:24])=[CH:19][CH:20]=3)[O:15]2)[CH2:10][CH2:9]1)[CH3:7].C([Li])CCC.CCCCCC.OO. Product: [CH2:6]([C@H:8]1[CH2:9][CH2:10][C@H:11]([CH:14]2[CH2:23][CH2:22][C:21]3[C:16](=[C:17]([F:25])[C:18]([F:24])=[C:19]([OH:4])[CH:20]=3)[O:15]2)[CH2:12][CH2:13]1)[CH3:7]. The catalyst class is: 211. (2) Reactant: CS(C)=O.C(Cl)(=O)C(Cl)=O.[C:11]([O:15][C:16]([N:18]1[CH2:22][CH2:21][CH2:20][C@H:19]1[CH2:23][OH:24])=[O:17])([CH3:14])([CH3:13])[CH3:12].C(N(CC)CC)C. Product: [C:11]([O:15][C:16]([N:18]1[CH2:22][CH2:21][CH2:20][C@H:19]1[CH:23]=[O:24])=[O:17])([CH3:14])([CH3:13])[CH3:12]. The catalyst class is: 4. (3) Reactant: [CH2:1]([C:3]1[S:4][C:5]2[N:6]=[CH:7][N:8]=[C:9]([O:12][CH:13]3[CH2:18][CH2:17][CH:16]([N:19]([CH3:27])[C:20](=O)OC(C)(C)C)[CH2:15][CH2:14]3)[C:10]=2[N:11]=1)[CH3:2].Cl. Product: [CH2:1]([C:3]1[S:4][C:5]2[N:6]=[CH:7][N:8]=[C:9]([O:12][CH:13]3[CH2:18][CH2:17][CH:16]([N:19]([CH3:27])[CH3:20])[CH2:15][CH2:14]3)[C:10]=2[N:11]=1)[CH3:2]. The catalyst class is: 4. (4) Reactant: [F:1][C:2]([F:31])([F:30])[C:3]1[CH:4]=[C:5]([C:13]2[N:17]=[CH:16][N:15](/[CH:18]=[CH:19]\[C:20]([NH:22][NH:23][C:24]3[CH:29]=[CH:28][N:27]=[CH:26][CH:25]=3)=[O:21])[N:14]=2)[CH:6]=[C:7]([C:9]([F:12])([F:11])[F:10])[CH:8]=1.[ClH:32]. Product: [ClH:32].[F:12][C:9]([F:10])([F:11])[C:7]1[CH:6]=[C:5]([C:13]2[N:17]=[CH:16][N:15](/[CH:18]=[CH:19]\[C:20]([NH:22][NH:23][C:24]3[CH:29]=[CH:28][N:27]=[CH:26][CH:25]=3)=[O:21])[N:14]=2)[CH:4]=[C:3]([C:2]([F:1])([F:30])[F:31])[CH:8]=1. The catalyst class is: 135.